This data is from Reaction yield outcomes from USPTO patents with 853,638 reactions. The task is: Predict the reaction yield, written as a fraction of the theoretical maximum amount of product (1.0 means a 100% yield; for example, 0.34 means a 34% yield). (1) The reactants are [NH2:1][CH2:2][CH:3]([C:5]1[N:6]=[C:7]([C:10]2[CH:15]=[CH:14][C:13]([F:16])=[CH:12][CH:11]=2)[O:8][CH:9]=1)[OH:4].[F:17][C:18]([F:31])([F:30])[C:19]1[O:23][N:22]=[C:21]([CH2:24][CH2:25][CH2:26][C:27](O)=[O:28])[N:20]=1. No catalyst specified. The product is [F:16][C:13]1[CH:14]=[CH:15][C:10]([C:7]2[O:8][CH:9]=[C:5]([CH:3]([OH:4])[CH2:2][NH:1][C:27](=[O:28])[CH2:26][CH2:25][CH2:24][C:21]3[N:20]=[C:19]([C:18]([F:30])([F:31])[F:17])[O:23][N:22]=3)[N:6]=2)=[CH:11][CH:12]=1. The yield is 0.340. (2) The reactants are [Cl:1][CH2:2][CH2:3][C:4]1[CH:11]=[CH:10][C:7]([CH:8]=O)=[CH:6][CH:5]=1.Cl.[NH2:13][OH:14]. The catalyst is C(O)C. The product is [Cl:1][CH2:2][CH2:3][C:4]1[CH:11]=[CH:10][C:7]([CH:8]=[N:13][OH:14])=[CH:6][CH:5]=1. The yield is 0.950. (3) The reactants are [N:1]1[CH:6]=[CH:5][CH:4]=[CH:3][C:2]=1[C:7]([NH:9][C:10]12[CH2:19][CH:14]3[CH2:15][CH:16]([CH2:18][C:12](C(O)=O)([CH2:13]3)[CH2:11]1)[CH2:17]2)=[O:8].C([N:25](CC)CC)C.C1C=CC(OP(OC2C=CC=CC=2)(N=[N+]=[N-])=O)=CC=1.Cl.C(=O)([O-])[O-].[Na+].[Na+]. The catalyst is C1(C)C=CC=CC=1. The product is [NH2:25][C:12]12[CH2:13][CH:14]3[CH2:15][CH:16]([CH2:17][C:10]([NH:9][C:7]([C:2]4[CH:3]=[CH:4][CH:5]=[CH:6][N:1]=4)=[O:8])([CH2:19]3)[CH2:11]1)[CH2:18]2. The yield is 0.930. (4) The reactants are [C:1]1([N:7]2[CH:12]=[C:11]([C:13]3[CH:18]=[CH:17][CH:16]=[CH:15][N:14]=3)[CH:10]=[CH:9][C:8]2=[O:19])[CH:6]=[CH:5][CH:4]=[CH:3][CH:2]=1.[Br:20]N1C(=O)CCC1=O.CN(C)C=O. The catalyst is C1C(=O)N(Br)C(=O)C1.O. The product is [Br:20][C:9]1[C:8](=[O:19])[N:7]([C:1]2[CH:2]=[CH:3][CH:4]=[CH:5][CH:6]=2)[CH:12]=[C:11]([C:13]2[CH:18]=[CH:17][CH:16]=[CH:15][N:14]=2)[CH:10]=1. The yield is 0.810. (5) The reactants are [NH2:1][C@@H:2]1[CH2:7][CH2:6][C@H:5]([C:8]([OH:10])=[O:9])[CH2:4][CH2:3]1.[C:11](O[C:11]([O:13][C:14]([CH3:17])([CH3:16])[CH3:15])=[O:12])([O:13][C:14]([CH3:17])([CH3:16])[CH3:15])=[O:12]. The catalyst is [OH-].[Na+].O1CCOCC1. The product is [C:14]([O:13][C:11]([NH:1][C@@H:2]1[CH2:7][CH2:6][C@H:5]([C:8]([OH:10])=[O:9])[CH2:4][CH2:3]1)=[O:12])([CH3:17])([CH3:16])[CH3:15]. The yield is 1.00. (6) The reactants are C(OC([N:8]1[CH2:12][CH2:11][C:10]([F:23])([C:13](=[O:22])[NH:14][CH2:15][C:16]2[CH:21]=[CH:20][CH:19]=[CH:18][N:17]=2)[CH2:9]1)=O)(C)(C)C.[ClH:24].O1CCOCC1. No catalyst specified. The product is [ClH:24].[ClH:24].[N:17]1[CH:18]=[CH:19][CH:20]=[CH:21][C:16]=1[CH2:15][NH:14][C:13]([C:10]1([F:23])[CH2:11][CH2:12][NH:8][CH2:9]1)=[O:22]. The yield is 0.764. (7) The catalyst is C(Cl)Cl.CN(C=O)C. The yield is 0.835. The reactants are CCN=C=NCCCN(C)C.[CH3:12][C:13]1[CH:18]=[CH:17][C:16]([C:19]2[CH:24]=[C:23]([N+:25]([O-:27])=[O:26])[CH:22]=[C:21]([C:28]([OH:30])=O)[CH:20]=2)=[CH:15][CH:14]=1.C1C=[CH:33][C:34]2[N:39](O)N=N[C:35]=2C=1.CN1[C:46](=[O:47])CCC1. The product is [CH3:46][O:47][CH2:33][CH:34]([NH:39][C:28]([C:21]1[CH:20]=[C:19]([C:16]2[CH:15]=[CH:14][C:13]([CH3:12])=[CH:18][CH:17]=2)[CH:24]=[C:23]([N+:25]([O-:27])=[O:26])[CH:22]=1)=[O:30])[CH3:35]. (8) The reactants are [NH2:1][C:2]1[CH:7]=[CH:6][C:5]([OH:8])=[CH:4][CH:3]=1.[Cl:9][C:10]1[CH:15]=[CH:14][C:13]([S:16]([NH:19][C:20]2[C:29](Cl)=[N:28][C:27]3[C:22](=[CH:23][CH:24]=[CH:25][CH:26]=3)[N:21]=2)(=[O:18])=[O:17])=[CH:12][CH:11]=1. No catalyst specified. The product is [Cl:9][C:10]1[CH:15]=[CH:14][C:13]([S:16]([NH:19][C:20]2[C:29]([NH:1][C:2]3[CH:7]=[CH:6][C:5]([OH:8])=[CH:4][CH:3]=3)=[N:28][C:27]3[C:22](=[CH:23][CH:24]=[CH:25][CH:26]=3)[N:21]=2)(=[O:17])=[O:18])=[CH:12][CH:11]=1. The yield is 0.600.